The task is: Predict which catalyst facilitates the given reaction.. This data is from Catalyst prediction with 721,799 reactions and 888 catalyst types from USPTO. (1) Reactant: [C:1]1([S:7][CH2:8][CH:9]([CH2:18][C:19]2[O:23][N:22]=[C:21]([CH2:24][CH2:25][CH2:26][CH2:27][NH:28][C:29]3[CH:34]=[CH:33][CH:32]=[CH:31][N:30]=3)[N:20]=2)[CH2:10][C:11]([O:13]C(C)(C)C)=[O:12])[CH:6]=[CH:5][CH:4]=[CH:3][CH:2]=1.[C:35]([OH:41])([C:37]([F:40])([F:39])[F:38])=[O:36]. Product: [F:38][C:37]([F:40])([F:39])[C:35]([OH:41])=[O:36].[C:1]1([S:7][CH2:8][CH:9]([CH2:18][C:19]2[O:23][N:22]=[C:21]([CH2:24][CH2:25][CH2:26][CH2:27][NH:28][C:29]3[CH:34]=[CH:33][CH:32]=[CH:31][N:30]=3)[N:20]=2)[CH2:10][C:11]([OH:13])=[O:12])[CH:6]=[CH:5][CH:4]=[CH:3][CH:2]=1. The catalyst class is: 4. (2) Reactant: [F:1][CH:2]([F:20])[C@@:3]1([C:10]2[CH:15]=[C:14]([N+:16]([O-:18])=[O:17])[CH:13]=[CH:12][C:11]=2[F:19])[CH2:8][O:7][CH2:6][C:5]([NH2:9])=[N:4]1.CCN(C(C)C)C(C)C.[CH3:30][C:31]([O:34][C:35](O[C:35]([O:34][C:31]([CH3:33])([CH3:32])[CH3:30])=[O:36])=[O:36])([CH3:33])[CH3:32]. Product: [C:31]([O:34][C:35](=[O:36])[NH:9][C:5]1[CH2:6][O:7][CH2:8][C@@:3]([CH:2]([F:1])[F:20])([C:10]2[CH:15]=[C:14]([N+:16]([O-:18])=[O:17])[CH:13]=[CH:12][C:11]=2[F:19])[N:4]=1)([CH3:33])([CH3:32])[CH3:30]. The catalyst class is: 194.